Dataset: Reaction yield outcomes from USPTO patents with 853,638 reactions. Task: Predict the reaction yield, written as a fraction of the theoretical maximum amount of product (1.0 means a 100% yield; for example, 0.34 means a 34% yield). (1) The reactants are [CH2:1]([O:8][C:9]1[N:14]=[C:13]([NH:15][C:16]#[N:17])[C:12]([F:18])=[CH:11][N:10]=1)[C:2]1[CH:7]=[CH:6][CH:5]=[CH:4][CH:3]=1.Cl.[NH2:20][OH:21]. The catalyst is C(O)CCC. The product is [CH2:1]([O:8][C:9]1[N:14]=[C:13]([NH:15][C:16]([NH:20][OH:21])=[NH:17])[C:12]([F:18])=[CH:11][N:10]=1)[C:2]1[CH:3]=[CH:4][CH:5]=[CH:6][CH:7]=1. The yield is 0.150. (2) The product is [CH2:1]([C@@H:3]1[CH2:7][O:6][C:5]([C:8]2[NH:9][C:10]([C:13]3[CH:18]=[C:17]([OH:19])[CH:16]=[C:15]([O:30][C@@H:31]([CH3:35])[CH2:32][O:33][CH3:34])[CH:14]=3)=[CH:11][CH:12]=2)=[N:4]1)[CH3:2]. The yield is 0.830. The catalyst is O1CCCC1. The reactants are [CH2:1]([C@@H:3]1[CH2:7][O:6][C:5]([C:8]2[NH:9][C:10]([C:13]3[CH:18]=[C:17]([O:19][Si](C(C)C)(C(C)C)C(C)C)[CH:16]=[C:15]([O:30][C@@H:31]([CH3:35])[CH2:32][O:33][CH3:34])[CH:14]=3)=[CH:11][CH:12]=2)=[N:4]1)[CH3:2].[F-].C([N+](CCCC)(CCCC)CCCC)CCC.[Cl-].[NH4+]. (3) The reactants are [C:1](OC(=O)C)(=[O:3])[CH3:2].[NH2:8][C@@H:9]1[CH2:14][CH2:13][CH2:12][C@H:11]([C:15]([O:17][CH3:18])=[O:16])[CH2:10]1. The catalyst is N1C=CC=CC=1. The product is [C:1]([NH:8][C@@H:9]1[CH2:14][CH2:13][CH2:12][C@H:11]([C:15]([O:17][CH3:18])=[O:16])[CH2:10]1)(=[O:3])[CH3:2]. The yield is 0.690. (4) The reactants are [Cl:1][C:2]1[CH:39]=[CH:38][C:5]([CH2:6][N:7]2[C:15]3[C:14](=[O:16])[N:13]([CH:17]4[CH2:20][CH:19]([C:21]([O-])=[O:22])[CH2:18]4)[C:12](=[O:24])[N:11]([CH3:25])[C:10]=3[N:9]=[C:8]2[O:26][C:27]2[CH:32]=[CH:31][CH:30]=[C:29]([O:33][C:34]([F:37])([F:36])[F:35])[CH:28]=2)=[CH:4][CH:3]=1.[H-].[H-].[H-].[H-].[Li+].[Al+3]. The catalyst is C1COCC1. The product is [Cl:1][C:2]1[CH:3]=[CH:4][C:5]([CH2:6][N:7]2[C:15]3[C:14](=[O:16])[N:13]([CH:17]4[CH2:18][CH:19]([CH2:21][OH:22])[CH2:20]4)[C:12](=[O:24])[N:11]([CH3:25])[C:10]=3[N:9]=[C:8]2[O:26][C:27]2[CH:32]=[CH:31][CH:30]=[C:29]([O:33][C:34]([F:37])([F:35])[F:36])[CH:28]=2)=[CH:38][CH:39]=1. The yield is 0.343.